This data is from Catalyst prediction with 721,799 reactions and 888 catalyst types from USPTO. The task is: Predict which catalyst facilitates the given reaction. (1) Product: [Cl:5][C:6]1[CH:7]=[C:8]2[N:26]([CH2:27][O:28][CH2:29][CH2:30][Si:31]([CH3:34])([CH3:33])[CH3:32])[C:25]([O:35][C@H:36]3[C@H:40]4[O:41][CH2:42][CH:43]([CH2:44][CH2:45][OH:46])[C@H:39]4[O:38][CH2:37]3)=[N:24][C:9]2=[N:10][C:11]=1[C:12]1[CH:17]=[CH:16][C:15]([C:18]2[CH:23]=[CH:22][CH:21]=[CH:20][CH:19]=2)=[CH:14][CH:13]=1. The catalyst class is: 8. Reactant: [Cl-].[Li+].[BH4-].[Na+].[Cl:5][C:6]1[CH:7]=[C:8]2[N:26]([CH2:27][O:28][CH2:29][CH2:30][Si:31]([CH3:34])([CH3:33])[CH3:32])[C:25]([O:35][C@H:36]3[C@H:40]4[O:41][CH2:42][CH:43]([CH2:44][C:45](OCC)=[O:46])[C@H:39]4[O:38][CH2:37]3)=[N:24][C:9]2=[N:10][C:11]=1[C:12]1[CH:17]=[CH:16][C:15]([C:18]2[CH:23]=[CH:22][CH:21]=[CH:20][CH:19]=2)=[CH:14][CH:13]=1. (2) Reactant: C([O:5][C:6](=[O:56])[CH:7]([N:11]([CH2:23][C:24]1[CH:29]=[CH:28][C:27]([C:30](=[O:55])[NH:31][CH2:32][CH2:33][CH:34]([CH2:45][CH2:46][NH:47][C:48]([CH3:54])([CH3:53])[C:49](=[N:51][OH:52])[CH3:50])[CH2:35][CH2:36][NH:37][C:38]([CH3:44])([CH3:43])[C:39](=[N:41][OH:42])[CH3:40])=[CH:26][CH:25]=1)[S:12]([C:15]1[CH:20]=[CH:19][C:18]([O:21][CH3:22])=[CH:17][CH:16]=1)(=[O:14])=[O:13])[CH:8]([CH3:10])[CH3:9])(C)(C)C.Cl. Product: [OH:52][N:51]=[C:49]([CH3:50])[C:48]([NH:47][CH2:46][CH2:45][CH:34]([CH2:35][CH2:36][NH:37][C:38]([CH3:43])([CH3:44])[C:39](=[N:41][OH:42])[CH3:40])[CH2:33][CH2:32][NH:31][C:30]([C:27]1[CH:26]=[CH:25][C:24]([CH2:23][N:11]([S:12]([C:15]2[CH:16]=[CH:17][C:18]([O:21][CH3:22])=[CH:19][CH:20]=2)(=[O:13])=[O:14])[CH:7]([CH:8]([CH3:10])[CH3:9])[C:6]([OH:56])=[O:5])=[CH:29][CH:28]=1)=[O:55])([CH3:54])[CH3:53]. The catalyst class is: 4. (3) Reactant: C([O:3][C:4]([C:6]1([NH:15][C:16](=[O:28])[C:17]2[CH:22]=[CH:21][CH:20]=[C:19]([CH3:23])[C:18]=2[O:24][CH2:25][CH:26]=[CH2:27])[CH2:14][C:13]2[C:8](=[CH:9][CH:10]=[CH:11][CH:12]=2)[CH2:7]1)=[O:5])C.[OH-].[K+].O. Product: [CH2:25]([O:24][C:18]1[C:19]([CH3:23])=[CH:20][CH:21]=[CH:22][C:17]=1[C:16]([NH:15][C:6]1([C:4]([OH:5])=[O:3])[CH2:14][C:13]2[C:8](=[CH:9][CH:10]=[CH:11][CH:12]=2)[CH2:7]1)=[O:28])[CH:26]=[CH2:27]. The catalyst class is: 14.